Dataset: Peptide-MHC class I binding affinity with 185,985 pairs from IEDB/IMGT. Task: Regression. Given a peptide amino acid sequence and an MHC pseudo amino acid sequence, predict their binding affinity value. This is MHC class I binding data. (1) The peptide sequence is LLFASMGFK. The MHC is HLA-A11:01 with pseudo-sequence HLA-A11:01. The binding affinity (normalized) is 0.951. (2) The peptide sequence is DLLVSGSNV. The MHC is HLA-A02:01 with pseudo-sequence HLA-A02:01. The binding affinity (normalized) is 0. (3) The peptide sequence is SQLVSTAWA. The MHC is HLA-A02:03 with pseudo-sequence HLA-A02:03. The binding affinity (normalized) is 0.0847. (4) The peptide sequence is AKATGRYNL. The MHC is HLA-A02:11 with pseudo-sequence HLA-A02:11. The binding affinity (normalized) is 0.0847. (5) The peptide sequence is GTIAGGVCYY. The MHC is HLA-A31:01 with pseudo-sequence HLA-A31:01. The binding affinity (normalized) is 0.179. (6) The peptide sequence is IVPEFAKQY. The MHC is HLA-A03:01 with pseudo-sequence HLA-A03:01. The binding affinity (normalized) is 0.0530. (7) The peptide sequence is CLIPTAMAF. The binding affinity (normalized) is 0.793. The MHC is HLA-B15:01 with pseudo-sequence HLA-B15:01.